This data is from Full USPTO retrosynthesis dataset with 1.9M reactions from patents (1976-2016). The task is: Predict the reactants needed to synthesize the given product. (1) Given the product [CH2:1]([N:3]([CH:28]1[CH2:29][CH2:30][O:31][CH2:32][CH2:33]1)[C:4]1[C:9]2[CH2:10][CH2:11][CH2:12][CH2:13][CH2:14][CH2:15][C:16]3[CH:25]=[C:24]([CH3:26])[CH2:23][C:22](=[O:27])[C:17]=3[CH2:18][NH:19][C:20](=[O:21])[C:8]=2[CH:7]=[N:6][CH:5]=1)[CH3:2], predict the reactants needed to synthesize it. The reactants are: [CH2:1]([N:3]([CH:28]1[CH2:33][CH2:32][O:31][CH2:30][CH2:29]1)[C:4]1[C:9]2[CH2:10][CH:11]=[CH:12][CH2:13][CH2:14][CH2:15][C:16]3[CH:25]=[C:24]([CH3:26])[CH2:23][C:22](=[O:27])[C:17]=3[CH2:18][NH:19][C:20](=[O:21])[C:8]=2[CH:7]=[N:6][CH:5]=1)[CH3:2]. (2) Given the product [CH3:30][CH:29]([CH2:3][C:2]([CH3:5])=[CH2:1])[C:28]([C:9]1[C:10](=[O:27])[N:11]([CH2:18][C:19]2[CH:24]=[CH:23][C:22]([O:25][CH3:26])=[CH:21][CH:20]=2)[C:12]([O:16][CH3:17])=[C:13]([O:14][CH3:15])[C:8]=1[OH:7])=[O:31], predict the reactants needed to synthesize it. The reactants are: [CH3:1][C:2]([CH3:5])([O-])[CH3:3].[K+].[OH:7][C:8]1[C:13]([O:14][CH3:15])=[C:12]([O:16][CH3:17])[N:11]([CH2:18][C:19]2[CH:24]=[CH:23][C:22]([O:25][CH3:26])=[CH:21][CH:20]=2)[C:10](=[O:27])[C:9]=1[C:28](=[O:31])[CH2:29][CH3:30].BrCC(C)=C. (3) Given the product [F:24][C:21]([F:22])([F:23])[C:18]1[CH:19]=[CH:20][C:15]([C:12]2[CH:11]=[CH:10][C:9]([OH:8])=[CH:14][CH:13]=2)=[N:16][CH:17]=1, predict the reactants needed to synthesize it. The reactants are: C([O:8][C:9]1[CH:14]=[CH:13][C:12]([C:15]2[CH:20]=[CH:19][C:18]([C:21]([F:24])([F:23])[F:22])=[CH:17][N:16]=2)=[CH:11][CH:10]=1)C1C=CC=CC=1.[H][H]. (4) Given the product [NH:1]1[CH:5]=[CH:4][N:3]=[C:2]1[C:6]1[CH:7]=[CH:8][C:9]([CH3:30])=[C:10]([NH:12][C:13](=[O:29])[C:14]2[CH:19]=[CH:18][C:17]([O:20][CH2:21][C:22]3[CH:27]=[CH:26][CH:25]=[C:24]([N:32]([CH3:33])[CH3:31])[N:23]=3)=[CH:16][CH:15]=2)[CH:11]=1, predict the reactants needed to synthesize it. The reactants are: [NH:1]1[CH:5]=[CH:4][N:3]=[C:2]1[C:6]1[CH:7]=[CH:8][C:9]([CH3:30])=[C:10]([NH:12][C:13](=[O:29])[C:14]2[CH:19]=[CH:18][C:17]([O:20][CH2:21][C:22]3[CH:27]=[CH:26][CH:25]=[C:24](Br)[N:23]=3)=[CH:16][CH:15]=2)[CH:11]=1.[CH3:31][NH:32][CH3:33].